Dataset: Catalyst prediction with 721,799 reactions and 888 catalyst types from USPTO. Task: Predict which catalyst facilitates the given reaction. (1) Reactant: [F:1][C:2]1[CH:3]=[C:4]([C:9](=[O:23])[C@@H:10]([NH:12][C:13](=[O:22])[O:14][CH2:15][C:16]2[CH:21]=[CH:20][CH:19]=[CH:18][CH:17]=2)[CH3:11])[CH:5]=[C:6]([F:8])[CH:7]=1.CCC(C)[BH-](C(C)CC)C(C)CC.[Li+].Cl. Product: [F:1][C:2]1[CH:3]=[C:4]([C@H:9]([OH:23])[C@@H:10]([NH:12][C:13](=[O:22])[O:14][CH2:15][C:16]2[CH:17]=[CH:18][CH:19]=[CH:20][CH:21]=2)[CH3:11])[CH:5]=[C:6]([F:8])[CH:7]=1. The catalyst class is: 1. (2) Reactant: [OH:1][C:2]1[CH:3]=[C:4]([CH:7]=[CH:8][CH:9]=1)[CH:5]=[O:6].CN(C=O)C.C([O-])([O-])=O.[K+].[K+].[CH3:21][CH2:22][O:23][C:24]([CH3:26])=[O:25]. Product: [CH:5]([C:4]1[CH:3]=[C:2]([CH:9]=[CH:8][CH:7]=1)[O:1][CH2:26][C:24]([O:23][CH2:22][CH3:21])=[O:25])=[O:6]. The catalyst class is: 6. (3) Reactant: [NH2:1][S:2]([C:5]1[CH:10]=[CH:9][C:8](B(O)O)=[CH:7][CH:6]=1)(=[O:4])=[O:3].C(=O)([O-])[O-].[K+].[K+].Br[C:21]1[N:22]([CH3:39])[C:23]([C:32]2[CH:37]=[CH:36][C:35]([Cl:38])=[CH:34][CH:33]=2)=[C:24]([CH3:31])[C:25]=1[C:26]([CH:28]1[CH2:30][CH2:29]1)=[O:27].C(O)C. Product: [Cl:38][C:35]1[CH:36]=[CH:37][C:32]([C:23]2[N:22]([CH3:39])[C:21]([C:8]3[CH:9]=[CH:10][C:5]([S:2]([NH2:1])(=[O:4])=[O:3])=[CH:6][CH:7]=3)=[C:25]([C:26]([CH:28]3[CH2:30][CH2:29]3)=[O:27])[C:24]=2[CH3:31])=[CH:33][CH:34]=1. The catalyst class is: 109. (4) Reactant: [Br:1][C:2]1(Br)[CH2:4][C:3]1(Br)[CH2:5][CH2:6][CH2:7][CH2:8][CH2:9][CH2:10][CH2:11][CH3:12].C[Li].O. Product: [Br:1][C:2]1[CH2:4][C:3]=1[CH2:5][CH2:6][CH2:7][CH2:8][CH2:9][CH2:10][CH2:11][CH3:12]. The catalyst class is: 27. (5) Reactant: CN1CCN(C[C:9]2[CH:37]=[CH:36][C:12]([C:13]([NH:15]C3C=CC(C)=C(NC4N=C(C5C=NC=CC=5)C=CN=4)C=3)=[O:14])=[CH:11][CH:10]=2)CC1.OC1C(C(O)=O)=CC2C(C=1)=CC=CC=2.O. Product: [C:13]([NH2:15])(=[O:14])[C:12]1[CH:36]=[CH:37][CH:9]=[CH:10][CH:11]=1. The catalyst class is: 8. (6) Reactant: [OH:1][C:2]1[CH:25]=[CH:24][C:5]2[C:6]([CH2:9][CH2:10][CH:11]3[CH2:16][CH2:15][N:14]([C:17]([O:19][C:20]([CH3:23])([CH3:22])[CH3:21])=[O:18])[CH2:13][CH2:12]3)=[N:7][O:8][C:4]=2[C:3]=1[CH2:26][OH:27].[CH:28]1([CH2:31]Br)[CH2:30][CH2:29]1.C(=O)([O-])[O-].[K+].[K+].C(=O)([O-])[O-].[Na+].[Na+]. Product: [CH:28]1([CH2:31][O:1][C:2]2[CH:25]=[CH:24][C:5]3[C:6]([CH2:9][CH2:10][CH:11]4[CH2:16][CH2:15][N:14]([C:17]([O:19][C:20]([CH3:23])([CH3:22])[CH3:21])=[O:18])[CH2:13][CH2:12]4)=[N:7][O:8][C:4]=3[C:3]=2[CH2:26][OH:27])[CH2:30][CH2:29]1. The catalyst class is: 115.